Dataset: Catalyst prediction with 721,799 reactions and 888 catalyst types from USPTO. Task: Predict which catalyst facilitates the given reaction. (1) Reactant: Cl.[NH2:2][C:3]1[N:12]=[C:11]([NH2:13])[C:10]2[C:5](=[N:6][CH:7]=[C:8]([CH2:14][N:15]([C:17]3[CH:25]=[CH:24][C:20]([C:21](O)=[O:22])=[CH:19][CH:18]=3)[CH3:16])[N:9]=2)[N:4]=1.NC1N=C(N)C2C(=NC=C(CN(C3C=CC(C(O)=O)=CC=3)C)N=2)N=1.C(N(CC)C(C)C)(C)C.C(P(=O)(OCC)OCC)#N.[NH2:69][CH2:70][CH2:71][CH2:72][CH2:73][NH2:74].C([O-])(O)=O.[Na+]. Product: [NH2:69][CH2:70][CH2:71][CH2:72][CH2:73][NH:74][C:21](=[O:22])[C:20]1[CH:19]=[CH:18][C:17]([N:15]([CH2:14][C:8]2[N:9]=[C:10]3[C:5](=[N:6][CH:7]=2)[N:4]=[C:3]([NH2:2])[N:12]=[C:11]3[NH2:13])[CH3:16])=[CH:25][CH:24]=1. The catalyst class is: 3. (2) The catalyst class is: 21. Reactant: [O:1]=[C:2]1[CH2:6][CH2:5][CH2:4][CH:3]1[C:7]([O:9][CH2:10][CH3:11])=[O:8].C(=O)([O-])[O-].[K+].[K+].[CH3:18][C:19]1[CH:26]=[CH:25][C:22]([CH2:23]Br)=[CH:21][CH:20]=1. Product: [CH3:18][C:19]1[CH:26]=[CH:25][C:22]([CH2:23][C:3]2([C:7]([O:9][CH2:10][CH3:11])=[O:8])[CH2:4][CH2:5][CH2:6][C:2]2=[O:1])=[CH:21][CH:20]=1. (3) Reactant: C([O:5][C:6](=[O:35])[CH2:7][O:8][C:9]1[C:14]2=[CH:15][CH:16]=[C:17]3[C:26]([N:25]=[C:24]4[C:19]([CH:20]=[CH:21][CH:22]=[C:23]4[C:27](=[O:34])[NH:28][CH2:29][CH2:30][N:31]([CH3:33])[CH3:32])=[N:18]3)=[C:13]2[CH:12]=[CH:11][CH:10]=1)(C)(C)C.[F:36][C:37]([F:42])([F:41])[C:38]([OH:40])=[O:39]. Product: [F:36][C:37]([F:42])([F:41])[C:38]([OH:40])=[O:39].[CH3:32][N:31]([CH3:33])[CH2:30][CH2:29][NH:28][C:27]([C:23]1[C:24]2[C:19](=[N:18][C:17]3[C:26]([N:25]=2)=[C:13]2[CH:12]=[CH:11][CH:10]=[C:9]([O:8][CH2:7][C:6]([OH:35])=[O:5])[C:14]2=[CH:15][CH:16]=3)[CH:20]=[CH:21][CH:22]=1)=[O:34]. The catalyst class is: 4. (4) Reactant: [Cl:1][C:2]1[CH:3]=[C:4]2[C:9](=[CH:10][C:11]=1[O:12][C:13]1[CH:18]=[CH:17][C:16]([C:19](=[O:36])[NH:20][CH2:21][CH2:22][C:23]3[C:24]([CH:33]4[CH2:35][CH2:34]4)=[N:25][C:26]([C:29]([F:32])([F:31])[F:30])=[CH:27][CH:28]=3)=[CH:15][CH:14]=1)[O:8][CH2:7][CH2:6][CH:5]2[C:37]([OH:39])=[O:38].C[O-].[Na+:42]. Product: [Na+:42].[Cl:1][C:2]1[CH:3]=[C:4]2[C:9](=[CH:10][C:11]=1[O:12][C:13]1[CH:14]=[CH:15][C:16]([C:19](=[O:36])[NH:20][CH2:21][CH2:22][C:23]3[C:24]([CH:33]4[CH2:34][CH2:35]4)=[N:25][C:26]([C:29]([F:30])([F:32])[F:31])=[CH:27][CH:28]=3)=[CH:17][CH:18]=1)[O:8][CH2:7][CH2:6][CH:5]2[C:37]([O-:39])=[O:38]. The catalyst class is: 5. (5) Reactant: [OH-].[K+].[CH2:3]([N:10]([CH2:22][C@H:23]([OH:32])[CH2:24][O:25][C:26]1[CH:31]=[CH:30][CH:29]=[CH:28][CH:27]=1)[C@H:11]([CH2:20][OH:21])[CH2:12][C:13]1[CH:18]=[CH:17][C:16]([OH:19])=[CH:15][CH:14]=1)[C:4]1[CH:9]=[CH:8][CH:7]=[CH:6][CH:5]=1.Cl[C:34]1[C:43]2[C:38](=[CH:39][CH:40]=[C:41]([F:44])[CH:42]=2)[N:37]=[CH:36][CH:35]=1. Product: [CH2:3]([N:10]([CH2:22][C@H:23]([OH:32])[CH2:24][O:25][C:26]1[CH:27]=[CH:28][CH:29]=[CH:30][CH:31]=1)[C@@H:11]([CH2:12][C:13]1[CH:18]=[CH:17][C:16]([O:19][C:34]2[C:43]3[C:38](=[CH:39][CH:40]=[C:41]([F:44])[CH:42]=3)[N:37]=[CH:36][CH:35]=2)=[CH:15][CH:14]=1)[CH2:20][OH:21])[C:4]1[CH:9]=[CH:8][CH:7]=[CH:6][CH:5]=1. The catalyst class is: 16. (6) Product: [CH3:27][C:28]1([CH3:40])[O:32][C@H:31]([CH2:33][N:34]2[CH:38]=[CH:37][C:36]([NH:39][C:14](=[O:15])[C@@H:13]([N:11]3[CH2:12][C:8]([O:7][C:6]4[C:22]([F:25])=[CH:23][CH:24]=[C:4]([O:3][CH2:1][CH3:2])[C:5]=4[F:26])=[CH:9][C:10]3=[O:21])[CH2:17][CH:18]([CH3:19])[CH3:20])=[N:35]2)[CH2:30][O:29]1. Reactant: [CH2:1]([O:3][C:4]1[C:5]([F:26])=[C:6]([C:22]([F:25])=[CH:23][CH:24]=1)[O:7][C:8]1[CH2:12][N:11]([C@@H:13]([CH2:17][CH:18]([CH3:20])[CH3:19])[C:14](O)=[O:15])[C:10](=[O:21])[CH:9]=1)[CH3:2].[CH3:27][C:28]1([CH3:40])[O:32][C@H:31]([CH2:33][N:34]2[CH:38]=[CH:37][C:36]([NH2:39])=[N:35]2)[CH2:30][O:29]1.F[P-](F)(F)(F)(F)F.N1(O[P+](N(C)C)(N(C)C)N(C)C)C2C=CC=CC=2N=N1.C(N(CC)C(C)C)(C)C. The catalyst class is: 9. (7) Reactant: C([N:4]([C:6](=[O:37])[C:7]1[CH:12]=[C:11]([C:13]#[N:14])[CH:10]=[CH:9][C:8]=1[CH:15]1[C:20]([C:21](=O)[CH3:22])=[C:19]([CH3:24])[N:18]([C:25]2[CH:30]=[CH:29][CH:28]=[C:27]([C:31]([F:34])([F:33])[F:32])[CH:26]=2)[C:17](=[O:35])[N:16]1[CH3:36])[NH2:5])(=O)C.[OH-:38].COC(NS([N+](CC)(CC)[CH2:48][CH3:49])(=O)=O)=O. Product: [C:21]([C:20]1[CH:15]([C:8]2[CH:9]=[CH:10][C:11]([C:13]#[N:14])=[CH:12][C:7]=2[C:6]2[O:37][C:48]([CH3:49])=[N:5][N:4]=2)[N:16]([CH3:36])[C:17](=[O:35])[N:18]([C:25]2[CH:30]=[CH:29][CH:28]=[C:27]([C:31]([F:33])([F:34])[F:32])[CH:26]=2)[C:19]=1[CH3:24])(=[O:38])[CH3:22]. The catalyst class is: 4.